From a dataset of Full USPTO retrosynthesis dataset with 1.9M reactions from patents (1976-2016). Predict the reactants needed to synthesize the given product. (1) Given the product [Br:1][C:2]1[CH:3]=[CH:4][C:5]2[O:14][CH2:13][CH2:12][C:11]3[CH:10]=[C:9]([C:15]4[N:43]([C:37]5[CH:38]=[CH:39][C:40]([F:42])=[CH:41][C:36]=5[F:35])[CH:21]=[N:22][N:17]=4)[S:8][C:7]=3[C:6]=2[CH:18]=1, predict the reactants needed to synthesize it. The reactants are: [Br:1][C:2]1[CH:3]=[CH:4][C:5]2[O:14][CH2:13][CH2:12][C:11]3[CH:10]=[C:9]([C:15]([NH2:17])=O)[S:8][C:7]=3[C:6]=2[CH:18]=1.CO[CH:21](OC)[N:22](C)C.C1(C)C=CC=CC=1.Cl.[F:35][C:36]1[CH:41]=[C:40]([F:42])[CH:39]=[CH:38][C:37]=1[NH:43]N. (2) Given the product [OH:34][C:28]([C:30]([F:33])([F:32])[F:31])=[O:29].[CH3:4][C:2]([Si:5]([CH3:27])([CH3:26])[O:6][C@H:7]1[C@H:12]([N:13]2[CH2:17][CH2:16][CH2:15][C:14]2=[O:18])[CH2:11][CH2:10][NH:9][CH2:8]1)([CH3:1])[CH3:3], predict the reactants needed to synthesize it. The reactants are: [CH3:1][C:2]([Si:5]([CH3:27])([CH3:26])[O:6][C@H:7]1[C@H:12]([N:13]2[CH2:17][CH2:16][CH2:15][C:14]2=[O:18])[CH2:11][CH2:10][N:9](C(OC(C)(C)C)=O)[CH2:8]1)([CH3:4])[CH3:3].[C:28]([OH:34])([C:30]([F:33])([F:32])[F:31])=[O:29]. (3) Given the product [O:5]=[C:4]([CH2:6][C:10](=[O:11])[CH3:12])[CH2:3][C:2]([O:9][CH3:7])=[O:14], predict the reactants needed to synthesize it. The reactants are: C[C:2]1[O:9][C:7](=O)[CH:6]([C:10]([CH3:12])=[O:11])[C:4](=[O:5])[CH:3]=1.C[O-:14].[Mg+2].C[O-]. (4) Given the product [NH2:1][C:4]1[CH:8]=[CH:7][N:6]([CH2:9][CH2:10][OH:11])[N:5]=1, predict the reactants needed to synthesize it. The reactants are: [N+:1]([C:4]1[CH:8]=[CH:7][N:6]([CH2:9][CH2:10][OH:11])[N:5]=1)([O-])=O. (5) Given the product [CH2:26]([N:5]1[C:6]([C:8]2[CH:9]=[C:10]([C:14]([NH:17][S:18]([CH2:21][C:22]([F:23])([F:24])[F:25])(=[O:20])=[O:19])([CH3:16])[CH3:15])[CH:11]=[CH:12][CH:13]=2)=[CH:7][C:3]([CH2:2][N:30]2[CH2:31][CH:32]=[C:21]([C:22]([F:25])([F:24])[F:23])[CH2:34][CH2:33]2)=[N:4]1)[CH3:27], predict the reactants needed to synthesize it. The reactants are: Cl[CH2:2][C:3]1[CH:7]=[C:6]([C:8]2[CH:9]=[C:10]([C:14]([NH:17][S:18]([CH2:21][C:22]([F:25])([F:24])[F:23])(=[O:20])=[O:19])([CH3:16])[CH3:15])[CH:11]=[CH:12][CH:13]=2)[N:5]([CH2:26][CH3:27])[N:4]=1.C([N:30]([CH2:33][CH3:34])[CH2:31][CH3:32])C.